Dataset: Reaction yield outcomes from USPTO patents with 853,638 reactions. Task: Predict the reaction yield, written as a fraction of the theoretical maximum amount of product (1.0 means a 100% yield; for example, 0.34 means a 34% yield). (1) The reactants are [Br:1][C:2]1[CH:7]=[CH:6][C:5]([OH:8])=[CH:4][CH:3]=1.Br[CH2:10][C:11]([CH3:15])([CH3:14])[CH2:12][OH:13].C(=O)([O-])[O-].[K+].[K+]. The catalyst is CN(C=O)C. The product is [Br:1][C:2]1[CH:7]=[CH:6][C:5]([O:8][CH2:10][C:11]([CH3:15])([CH3:14])[CH2:12][OH:13])=[CH:4][CH:3]=1. The yield is 0.290. (2) The reactants are [CH3:1][O:2][C:3]1[C:8](B(O)O)=[CH:7][CH:6]=[CH:5][N:4]=1.FC(F)(F)S(O[C:18]1[CH:27]=[CH:26][CH:25]=[C:24]2[C:19]=1[CH2:20][C@H:21]([N:28]([CH2:36][C:37]1[CH:42]=[CH:41][CH:40]=[CH:39][CH:38]=1)[CH2:29][C:30]1[CH:35]=[CH:34][CH:33]=[CH:32][CH:31]=1)[CH2:22][O:23]2)(=O)=O. No catalyst specified. The product is [CH2:36]([N:28]([CH2:29][C:30]1[CH:35]=[CH:34][CH:33]=[CH:32][CH:31]=1)[C@H:21]1[CH2:20][C:19]2[C:24](=[CH:25][CH:26]=[CH:27][C:18]=2[C:8]2[C:3]([O:2][CH3:1])=[N:4][CH:5]=[CH:6][CH:7]=2)[O:23][CH2:22]1)[C:37]1[CH:38]=[CH:39][CH:40]=[CH:41][CH:42]=1. The yield is 0.930.